From a dataset of Experimentally validated miRNA-target interactions with 360,000+ pairs, plus equal number of negative samples. Binary Classification. Given a miRNA mature sequence and a target amino acid sequence, predict their likelihood of interaction. (1) The miRNA is hsa-miR-371a-5p with sequence ACUCAAACUGUGGGGGCACU. The protein sequence of the target gene is MANAEVSVPVGDVVVVPTEGNEGENPEDTKTQVILQLQPVQQGLFIDGHFYNRIYEAGSENNTAVVAVETHTIHKIEEGIDTGTIEANEDMEIAYPITCGESKAILLWKKFVCPGINVKCVKFNDQLISPKHFVHLAGKSTLKDWKRAIRLGGIMLRKMMDSGQIDFYQHDKVCSNTCRSTKFDLLISSARAPVPGQQTSVVQTPTSADGSITQIAISEESMEEAGLEWNSALTAAVTMATEEGVKKDSEEISEDTLMFWKGIADVGLMEEVVCNIQKEIEELLRGVQQRLIQAPFQVTD.... Result: 1 (interaction). (2) The miRNA is mmu-miR-466d-3p with sequence UAUACAUACACGCACACAUAG. The protein sequence of the target gene is MSSNVPADMINLRLILVSGKTKEFLFSPNDSASDIAKHVYDNWPMDWEEEQVSSPNILRLIYQGRFLHGNVTLGALKLPFGKTTVMHLVARETLPEPNSQGQRNREKTGESNCCVIL. Result: 0 (no interaction). (3) The miRNA is hsa-miR-335-5p with sequence UCAAGAGCAAUAACGAAAAAUGU. The protein sequence of the target gene is MNGYGSPYLYMGGPVSQPPRAPLQRTPKCARCRNHGVLSWLKGHKRYCRFKDCTCEKCILIIERQRVMAAQVALRRQQANESLESLIPDSLRALPGPPPPGDAVAAPQPPPASQPSQPQPPRPAAELAAAAALRWTAEPQPGALQAQLAKPDLTEERLGDGKSADNTEVFSDKDTDQRSSPDVAKSKGCFTPESPEIVSVEEGGYAVQKNGGNPESRPDSPKCHAEQNHLLIEGPSGTVSLPFSLKANRPPLEVLKKIFPNQKPTVLELILKGCGGDLVSAVEVLLSSRSSVTGAERTSA.... Result: 1 (interaction). (4) The miRNA is mmu-miR-1896 with sequence CUCUCUGAUGGUGGGUGAGGAG. The protein sequence of the target gene is MATHRTLLMCLGLPLFFPGALAQNHAPPGCSPDLDPLYYNLCDRSGAWGIVSEAVAGAGIITTFVLTIILVASLPFVQDTKKRSLLGTQVFFLLGTLGLFCLVFACVVKPDFSTCASRRFLFGVLFAICFSCLVAHVLSLNFLTRKNHGPRGWVIFTVALLLTLVEVIINTEWLIITLVRGGGQVSPLGNVSADSTMTSPCAIANMDFVMALIYVMLLLLTAFLGAWPTLCGRFKRWRKHGVFVLLTTVISIAIWVVWIVMYTYGNEQHHSPTWDDPTLAIALAANAWTFVLFYVIPEVS.... Result: 1 (interaction).